Dataset: Full USPTO retrosynthesis dataset with 1.9M reactions from patents (1976-2016). Task: Predict the reactants needed to synthesize the given product. (1) The reactants are: C(N(CC)CC)C.[CH3:8][C@:9]1([OH:19])[C@@H:17]([OH:18])[CH2:16][C@@H:12]2[C:13]([CH3:15])([CH3:14])[C@H:10]1[CH2:11]2.N1C=CC=CC=1. Given the product [OH:19][C@@:9]1([CH3:8])[C:17](=[O:18])[CH2:16][C@H:12]2[CH2:11][C@@H:10]1[C:13]2([CH3:15])[CH3:14], predict the reactants needed to synthesize it. (2) Given the product [CH:1]1[C:11]2[CH:10]=[CH:9][C:8]3[CH:12]=[CH:13][CH:14]=[CH:15][C:7]=3[C:6](=[CH:16][CH2:17][NH:28][C@@H:26]([C:23]3[CH:24]=[CH:25][C:20]([F:19])=[CH:21][CH:22]=3)[CH3:27])[C:5]=2[CH:4]=[CH:3][CH:2]=1, predict the reactants needed to synthesize it. The reactants are: [CH:1]1[C:11]2[CH:10]=[CH:9][C:8]3[CH:12]=[CH:13][CH:14]=[CH:15][C:7]=3[C:6](=[CH:16][CH:17]=O)[C:5]=2[CH:4]=[CH:3][CH:2]=1.[F:19][C:20]1[CH:25]=[CH:24][C:23]([C@H:26]([NH2:28])[CH3:27])=[CH:22][CH:21]=1.[BH-](OC(C)=O)(OC(C)=O)OC(C)=O.[Na+].[OH-].[Na+]. (3) Given the product [O:1]=[C:2]1[N:10]([CH:11]2[CH2:16][CH2:15][NH:14][CH2:13][CH2:12]2)[C:5]2[CH:6]=[N:7][CH:8]=[CH:9][C:4]=2[NH:3]1, predict the reactants needed to synthesize it. The reactants are: [O:1]=[C:2]1[N:10]([CH:11]2[CH2:16][CH2:15][N:14](CC3C=CC=CC=3)[CH2:13][CH2:12]2)[C:5]2[CH:6]=[N:7][CH:8]=[CH:9][C:4]=2[NH:3]1. (4) Given the product [CH3:1][O:2][C:3]1[CH:8]=[CH:7][C:6]([O:9][C:20]2[CH:21]=[CH:22][C:17]([C:14]3[CH:15]=[CH:16][CH:11]=[CH:12][CH:13]=3)=[CH:18][CH:19]=2)=[CH:5][CH:4]=1, predict the reactants needed to synthesize it. The reactants are: [CH3:1][O:2][C:3]1[CH:8]=[CH:7][C:6]([OH:9])=[CH:5][CH:4]=1.Br[C:11]1[CH:16]=[CH:15][C:14]([C:17]2[CH:22]=[CH:21][CH:20]=[CH:19][CH:18]=2)=[CH:13][CH:12]=1.C(=O)([O-])[O-].[Cs+].[Cs+].CN(C)CC(O)=O.Cl. (5) Given the product [CH3:20][O:19][C:14]1[CH:15]=[CH:16][CH:17]=[CH:18][C:13]=1[C:10]1[CH:11]=[C:12]2[C:7](=[CH:8][CH:9]=1)[NH:6][C:5]([CH3:22])([CH3:21])[CH:4]=[C:3]2[CH2:2][NH:29][C:30]1[CH:35]=[CH:34][CH:33]=[CH:32][CH:31]=1, predict the reactants needed to synthesize it. The reactants are: Br[CH2:2][C:3]1[C:12]2[C:7](=[CH:8][CH:9]=[C:10]([C:13]3[CH:18]=[CH:17][CH:16]=[CH:15][C:14]=3[O:19][CH3:20])[CH:11]=2)[NH:6][C:5]([CH3:22])([CH3:21])[CH:4]=1.C(=O)([O-])[O-].[K+].[K+].[NH2:29][C:30]1[CH:35]=[CH:34][CH:33]=[CH:32][CH:31]=1. (6) The reactants are: [C:1]1(C[Mg]Br)[CH2:5]C[CH2:3][CH:2]=1.[CH3:9][N:10]([CH3:24])[C:11]1([C:22]#N)[CH2:21][CH2:20][C:14]2([C:18](=[O:19])[NH:17][CH2:16][CH2:15]2)[CH2:13][CH2:12]1.[Cl-].[NH4+].O. Given the product [C:22]1([C:11]2([N:10]([CH3:9])[CH3:24])[CH2:12][CH2:13][C:14]3([C:18](=[O:19])[NH:17][CH2:16][CH2:15]3)[CH2:20][CH2:21]2)[CH2:3][CH2:2][CH2:1][CH:5]=1, predict the reactants needed to synthesize it. (7) Given the product [C:1]([O:4][C:5]1[CH:13]=[CH:12][C:8]([C:9]([Cl:17])=[O:10])=[CH:7][CH:6]=1)(=[O:3])[CH3:2], predict the reactants needed to synthesize it. The reactants are: [C:1]([O:4][C:5]1[CH:13]=[CH:12][C:8]([C:9](O)=[O:10])=[CH:7][CH:6]=1)(=[O:3])[CH3:2].C(Cl)(=O)C([Cl:17])=O.